Dataset: Reaction yield outcomes from USPTO patents with 853,638 reactions. Task: Predict the reaction yield, written as a fraction of the theoretical maximum amount of product (1.0 means a 100% yield; for example, 0.34 means a 34% yield). The yield is 0.580. The reactants are [CH:1]1([NH:4][C:5](=[O:36])[NH:6][C:7]2[CH:12]=[CH:11][C:10]([C:13]3[N:14]=[C:15]([N:29]4[CH2:34][CH2:33][O:32][CH2:31][C@@H:30]4[CH3:35])[C:16]4[CH2:21][N:20](C(OC(C)(C)C)=O)[CH2:19][C:17]=4[N:18]=3)=[CH:9][CH:8]=2)[CH2:3][CH2:2]1.C(O)(C(F)(F)F)=O.CC1C=CC(S(O)(=O)=O)=CC=1. The catalyst is C(Cl)Cl.CO. The product is [CH:1]1([NH:4][C:5]([NH:6][C:7]2[CH:8]=[CH:9][C:10]([C:13]3[N:14]=[C:15]([N:29]4[CH2:34][CH2:33][O:32][CH2:31][C@@H:30]4[CH3:35])[C:16]4[CH2:21][NH:20][CH2:19][C:17]=4[N:18]=3)=[CH:11][CH:12]=2)=[O:36])[CH2:2][CH2:3]1.